From a dataset of Catalyst prediction with 721,799 reactions and 888 catalyst types from USPTO. Predict which catalyst facilitates the given reaction. Reactant: [C:1](Cl)(=[O:10])[CH:2]=[CH:3][C:4]1[CH:9]=[CH:8][CH:7]=[CH:6][CH:5]=1.[NH2:12][C:13]1[CH:18]=[CH:17][C:16]([OH:19])=[CH:15][CH:14]=1.ClCCl. Product: [C:4]1(/[CH:3]=[CH:2]/[C:1]([NH:12][C:13]2[CH:18]=[CH:17][C:16]([O:19][C:1](=[O:10])/[CH:2]=[CH:3]/[C:4]3[CH:9]=[CH:8][CH:7]=[CH:6][CH:5]=3)=[CH:15][CH:14]=2)=[O:10])[CH:9]=[CH:8][CH:7]=[CH:6][CH:5]=1. The catalyst class is: 377.